From a dataset of hERG Central: cardiac toxicity at 1µM, 10µM, and general inhibition. Predict hERG channel inhibition at various concentrations. (1) The drug is CCCCCCn1cc(C(=O)O)c(=O)c2ccccc21. Results: hERG_inhib (hERG inhibition (general)): blocker. (2) Results: hERG_inhib (hERG inhibition (general)): blocker. The molecule is N=c1c(C(=O)NC2CCCCC2)cc2c(=O)n3ccccc3nc2n1Cc1ccccc1.